Dataset: Forward reaction prediction with 1.9M reactions from USPTO patents (1976-2016). Task: Predict the product of the given reaction. (1) Given the reactants [Cl:1][C:2]1[CH:7]=[CH:6][CH:5]=[CH:4][C:3]=1[C:8]1[C:9](=[O:24])[N:10]([C:18]2[CH:23]=[CH:22][CH:21]=[CH:20][CH:19]=2)[CH:11]=[C:12]([C:14](OC)=[O:15])[CH:13]=1.BrC1C(=O)N(C2C=CC=CC=2)C=C(C(OC)=O)C=1.ClC1C=CC=CC=1B(O)O.[H-].[Al+3].[H-].[H-].Cl.C(=O)([O-])O.[Na+], predict the reaction product. The product is: [Cl:1][C:2]1[CH:7]=[CH:6][CH:5]=[CH:4][C:3]=1[C:8]1[C:9](=[O:24])[N:10]([C:18]2[CH:19]=[CH:20][CH:21]=[CH:22][CH:23]=2)[CH:11]=[C:12]([CH2:14][OH:15])[CH:13]=1. (2) Given the reactants [Cl:1][C:2]1[CH:7]=[CH:6][C:5]([C:8]2[CH:9]=[N:10][CH:11]=[C:12]3[C:17]=2[N:16]=[C:15]([C:18]([OH:20])=O)[CH:14]=[CH:13]3)=[CH:4][CH:3]=1.C([N:24](CC)[CH:25]([CH3:27])[CH3:26])(C)C.F[P-](F)(F)(F)(F)F.N1(OC(N(C)C)=[N+](C)C)C2N=CC=CC=2N=N1.C1(N)CC1, predict the reaction product. The product is: [Cl:1][C:2]1[CH:3]=[CH:4][C:5]([C:8]2[CH:9]=[N:10][CH:11]=[C:12]3[C:17]=2[N:16]=[C:15]([C:18]([NH:24][CH:25]2[CH2:27][CH2:26]2)=[O:20])[CH:14]=[CH:13]3)=[CH:6][CH:7]=1. (3) Given the reactants [Si]([O:8][C:9]1[CH:10]=[C:11]2[C:16](=[CH:17][CH:18]=1)[N:15]=[C:14]([C:19]1[CH:27]=[CH:26][C:22]([N:23]([CH3:25])[CH3:24])=[CH:21][CH:20]=1)[CH:13]=[N:12]2)(C(C)(C)C)(C)C.[F-].C([N+](CCCC)(CCCC)CCCC)CCC.C(=O)([O-])[O-].[K+].[K+].[F:52][CH2:53][CH2:54]OS(C1C=CC(C)=CC=1)(=O)=O.C(=O)([O-])[O-].[Cs+].[Cs+], predict the reaction product. The product is: [F:52][CH2:53][CH2:54][O:8][C:9]1[CH:10]=[C:11]2[C:16](=[CH:17][CH:18]=1)[N:15]=[C:14]([C:19]1[CH:20]=[CH:21][C:22]([N:23]([CH3:25])[CH3:24])=[CH:26][CH:27]=1)[CH:13]=[N:12]2. (4) Given the reactants Br[C:2]1[N:7]=[C:6]([C:8]2[NH:17][C:16](=[O:18])[C:15]3[C:10](=[CH:11][C:12]([O:21][CH3:22])=[CH:13][C:14]=3[O:19][CH3:20])[N:9]=2)[CH:5]=[CH:4][C:3]=1[O:23][CH3:24].[CH:25]([N:28]1[CH2:33][CH2:32][NH:31][CH2:30][CH2:29]1)([CH3:27])[CH3:26].C1C=CC(P(C2C(C3C(P(C4C=CC=CC=4)C4C=CC=CC=4)=CC=C4C=3C=CC=C4)=C3C(C=CC=C3)=CC=2)C2C=CC=CC=2)=CC=1.C([O-])([O-])=O.[Cs+].[Cs+], predict the reaction product. The product is: [CH:25]([N:28]1[CH2:33][CH2:32][N:31]([C:2]2[N:7]=[C:6]([C:8]3[NH:17][C:16](=[O:18])[C:15]4[C:10](=[CH:11][C:12]([O:21][CH3:22])=[CH:13][C:14]=4[O:19][CH3:20])[N:9]=3)[CH:5]=[CH:4][C:3]=2[O:23][CH3:24])[CH2:30][CH2:29]1)([CH3:27])[CH3:26].